This data is from Full USPTO retrosynthesis dataset with 1.9M reactions from patents (1976-2016). The task is: Predict the reactants needed to synthesize the given product. Given the product [NH2:39][C:37]([NH:36][C:34]1[S:35][CH:2]=[C:3]([CH2:4][C:5]([N:7]2[C:15]3[C:10](=[CH:11][C:12]([NH:16][C:17]([C:19]4[C:20]([C:25]5[CH:30]=[CH:29][C:28]([CH3:31])=[CH:27][CH:26]=5)=[CH:21][CH:22]=[CH:23][CH:24]=4)=[O:18])=[CH:13][CH:14]=3)[CH2:9][CH2:8]2)=[O:6])[N:33]=1)=[NH:38], predict the reactants needed to synthesize it. The reactants are: Br[CH2:2][C:3](=O)[CH2:4][C:5]([N:7]1[C:15]2[C:10](=[CH:11][C:12]([NH:16][C:17]([C:19]3[C:20]([C:25]4[CH:30]=[CH:29][C:28]([CH3:31])=[CH:27][CH:26]=4)=[CH:21][CH:22]=[CH:23][CH:24]=3)=[O:18])=[CH:13][CH:14]=2)[CH2:9][CH2:8]1)=[O:6].[NH2:33][C:34]([NH:36][C:37]([NH2:39])=[NH:38])=[S:35].C(OCC)(=O)C.C(=O)([O-])[O-].[K+].[K+].